From a dataset of Forward reaction prediction with 1.9M reactions from USPTO patents (1976-2016). Predict the product of the given reaction. (1) Given the reactants [C:1]([N:8]1[CH2:12][CH2:11][C@H:10]([NH2:13])[CH2:9]1)([O:3][C:4]([CH3:7])([CH3:6])[CH3:5])=[O:2].C(N(CC)CC)C.[Cl:21][C:22]1[N:27]=[C:26](Cl)[CH:25]=[CH:24][N:23]=1.O, predict the reaction product. The product is: [Cl:21][C:22]1[N:27]=[C:26]([NH:13][C@H:10]2[CH2:11][CH2:12][N:8]([C:1]([O:3][C:4]([CH3:7])([CH3:6])[CH3:5])=[O:2])[CH2:9]2)[CH:25]=[CH:24][N:23]=1. (2) Given the reactants [CH3:1][N:2]1[CH2:7][CH2:6][CH:5]([CH2:8]O)[CH2:4][CH2:3]1.[S-2:10].[Na+].[Na+].P(=O)(O)(O)O.[C:18](Cl)(=[O:20])[CH3:19], predict the reaction product. The product is: [C:18]([S:10][CH2:8][CH:5]1[CH2:4][CH2:3][N:2]([CH3:1])[CH2:7][CH2:6]1)(=[O:20])[CH3:19].